This data is from Reaction yield outcomes from USPTO patents with 853,638 reactions. The task is: Predict the reaction yield, written as a fraction of the theoretical maximum amount of product (1.0 means a 100% yield; for example, 0.34 means a 34% yield). (1) The reactants are [ClH:1].[CH3:2][NH:3][CH2:4][CH2:5][CH2:6][CH:7]1[C:17]2[CH:18]=[CH:19][CH:20]=[CH:21][C:16]=2[CH:15]=[CH:14][C:13]2[CH:12]=[CH:11][CH:10]=[CH:9][C:8]1=2. No catalyst specified. The product is [CH3:2][NH:3][CH2:4][CH2:5][CH2:6][CH:7]1[C:8]2[CH:9]=[CH:10][CH:11]=[CH:12][C:13]=2[CH:14]=[CH:15][C:16]2[CH:21]=[CH:20][CH:19]=[CH:18][C:17]1=2.[ClH:1]. The yield is 0.950. (2) The reactants are C([O-])(=O)C.[Na+].[CH3:6][O:7][CH2:8][C:9]1[N:10]=[C:11]([CH2:31][CH2:32][CH3:33])[N:12]([CH2:16][C:17]2[CH:22]=[CH:21][C:20]([C:23]3[C:24]([C:29]#[N:30])=[CH:25][CH:26]=[CH:27][CH:28]=3)=[CH:19][CH:18]=2)[C:13](=[O:15])[CH:14]=1.[Br:34]Br. The catalyst is C(O)(=O)C. The product is [Br:34][C:14]1[C:13](=[O:15])[N:12]([CH2:16][C:17]2[CH:22]=[CH:21][C:20]([C:23]3[C:24]([C:29]#[N:30])=[CH:25][CH:26]=[CH:27][CH:28]=3)=[CH:19][CH:18]=2)[C:11]([CH2:31][CH2:32][CH3:33])=[N:10][C:9]=1[CH2:8][O:7][CH3:6]. The yield is 0.390. (3) The catalyst is C1(C)C=CC=CC=1.O.[Fe]. The product is [Cl:1][C:2]1[C:3]([O:4][CH2:5][CH2:6][N:7]2[CH2:12][CH2:11][O:10][CH2:9][CH2:8]2)=[CH:13][CH:14]=[CH:15][C:16]=1[NH2:17]. The reactants are [Cl:1][C:2]1[C:16]([N+:17]([O-])=O)=[CH:15][CH:14]=[CH:13][C:3]=1[O:4][CH2:5][CH2:6][N:7]1[CH2:12][CH2:11][O:10][CH2:9][CH2:8]1.C([O-])=O.[NH4+]. The yield is 0.750. (4) The reactants are [Cl:1][C:2]1[N:7]=[CH:6][C:5]([C:8](=[O:10])[CH3:9])=[CH:4][CH:3]=1.[CH3:11][Li]. The catalyst is C1COCC1. The product is [Cl:1][C:2]1[N:7]=[CH:6][C:5]([C:8]([OH:10])([CH3:11])[CH3:9])=[CH:4][CH:3]=1. The yield is 0.446.